This data is from Forward reaction prediction with 1.9M reactions from USPTO patents (1976-2016). The task is: Predict the product of the given reaction. Given the reactants [C:1]([O:5][C:6]([N:8]([CH2:47][CH3:48])[CH2:9][CH2:10][C:11]1[N:12]([CH3:46])[C:13]2[CH:14]=[C:15]3[CH:24]=[CH:23][CH2:22][C:21]4[C:25]([OH:45])=[C:26]([C:41]([O:43]C)=[O:42])[C:27](=[O:40])[N:28]([CH2:29][C:30]5[CH:35]=[CH:34][C:33]([O:36][CH3:37])=[CH:32][C:31]=5[O:38][CH3:39])[C:20]=4[C:16]3=[CH:17][C:18]=2[CH:19]=1)=[O:7])([CH3:4])([CH3:3])[CH3:2].[Li+].[I-].Cl, predict the reaction product. The product is: [C:1]([O:5][C:6]([N:8]([CH2:47][CH3:48])[CH2:9][CH2:10][C:11]1[N:12]([CH3:46])[C:13]2[CH:14]=[C:15]3[CH:24]=[CH:23][CH2:22][C:21]4[C:25]([OH:45])=[C:26]([C:41]([OH:43])=[O:42])[C:27](=[O:40])[N:28]([CH2:29][C:30]5[CH:35]=[CH:34][C:33]([O:36][CH3:37])=[CH:32][C:31]=5[O:38][CH3:39])[C:20]=4[C:16]3=[CH:17][C:18]=2[CH:19]=1)=[O:7])([CH3:4])([CH3:3])[CH3:2].